From a dataset of Full USPTO retrosynthesis dataset with 1.9M reactions from patents (1976-2016). Predict the reactants needed to synthesize the given product. (1) Given the product [NH2:37][C:8](=[O:9])[CH:7]([NH:6][C:4](=[O:5])[C:3]1[C:30]([Cl:34])=[CH:31][CH:32]=[CH:33][C:2]=1[Cl:1])[CH2:11][C:12]1[CH:13]=[C:14]2[C:19](=[CH:20][CH:21]=1)[N:18]=[C:17]([C:22]1[C:23]([Cl:29])=[CH:24][CH:25]=[CH:26][C:27]=1[Cl:28])[CH:16]=[CH:15]2, predict the reactants needed to synthesize it. The reactants are: [Cl:1][C:2]1[CH:33]=[CH:32][CH:31]=[C:30]([Cl:34])[C:3]=1[C:4]([NH:6][CH:7]([CH2:11][C:12]1[CH:13]=[C:14]2[C:19](=[CH:20][CH:21]=1)[N:18]=[C:17]([C:22]1[C:27]([Cl:28])=[CH:26][CH:25]=[CH:24][C:23]=1[Cl:29])[CH:16]=[CH:15]2)[C:8](O)=[O:9])=[O:5].CC[N:37](CC)CC.N. (2) Given the product [CH3:1][O:2][C:3]1[CH:4]=[CH:5][C:6]([CH2:7][NH:8][C:9]2[C:18]3[C:13](=[CH:14][C:15]([C:35]([OH:37])=[O:36])=[CH:16][CH:17]=3)[CH:12]=[CH:11][N:10]=2)=[CH:22][CH:23]=1, predict the reactants needed to synthesize it. The reactants are: [CH3:1][O:2][C:3]1[CH:23]=[CH:22][C:6]([CH2:7][NH:8][C:9]2[C:18]3[C:13](=[CH:14][CH:15]=[C:16](C(O)=O)[CH:17]=3)[CH:12]=[CH:11][N:10]=2)=[CH:5][CH:4]=1.O=C1C2C(=CC([C:35]([OH:37])=[O:36])=CC=2)C=CN1. (3) Given the product [CH3:1][N:2]([CH3:3])[CH2:5][CH2:6][C:7]([C:9]1[CH:10]=[C:11]2[C:16](=[CH:17][CH:18]=1)[N:15]([C:19]([O:21][CH2:22][CH3:23])=[O:20])[CH2:14][CH2:13][CH2:12]2)=[O:8], predict the reactants needed to synthesize it. The reactants are: [CH3:1][NH:2][CH3:3].Cl[CH2:5][CH2:6][C:7]([C:9]1[CH:10]=[C:11]2[C:16](=[CH:17][CH:18]=1)[N:15]([C:19]([O:21][CH2:22][CH3:23])=[O:20])[CH2:14][CH2:13][CH2:12]2)=[O:8]. (4) Given the product [Cl:3][C:4]1[CH:9]=[CH:8][CH:7]=[C:6]([Cl:10])[C:5]=1[C:11]1[C:15]([CH2:16][O:17][C:18]2[CH:19]=[CH:20][C:21]([C:24]3[CH:25]=[C:26]4[C:31](=[CH:32][CH:33]=3)[N:30]=[C:29]([C:34]([OH:36])=[O:35])[N:28]=[C:27]4[CH3:39])=[CH:22][CH:23]=2)=[C:14]([CH:40]([CH3:42])[CH3:41])[O:13][N:12]=1, predict the reactants needed to synthesize it. The reactants are: [OH-].[Na+].[Cl:3][C:4]1[CH:9]=[CH:8][CH:7]=[C:6]([Cl:10])[C:5]=1[C:11]1[C:15]([CH2:16][O:17][C:18]2[CH:23]=[CH:22][C:21]([C:24]3[CH:25]=[C:26]4[C:31](=[CH:32][CH:33]=3)[N:30]=[C:29]([C:34]([O:36]CC)=[O:35])[N:28]=[C:27]4[CH3:39])=[CH:20][CH:19]=2)=[C:14]([CH:40]([CH3:42])[CH3:41])[O:13][N:12]=1.Cl.O. (5) Given the product [NH2:4][C:3]1[C:5]([Br:13])=[CH:6][C:7]([C:9]([F:12])([F:11])[F:10])=[CH:8][C:2]=1[CH:22]=[O:23], predict the reactants needed to synthesize it. The reactants are: Br[C:2]1[CH:8]=[C:7]([C:9]([F:12])([F:11])[F:10])[CH:6]=[C:5]([Br:13])[C:3]=1[NH2:4].C([Li])CCC.CN([CH:22]=[O:23])C. (6) Given the product [F:28][C:24]1[CH:23]=[C:22]([C:13]2[S:10][C:8]([N:5]3[CH2:6][CH2:7][CH:2]([OH:1])[CH2:3][CH2:4]3)=[N:9][C:14]=2[C:16]2[CH:21]=[CH:20][N:19]=[CH:18][CH:17]=2)[CH:27]=[CH:26][N:25]=1, predict the reactants needed to synthesize it. The reactants are: [OH:1][CH:2]1[CH2:7][CH2:6][N:5]([C:8](=[S:10])[NH2:9])[CH2:4][CH2:3]1.Br.Br[CH:13]([C:22]1[CH:27]=[CH:26][N:25]=[C:24]([F:28])[CH:23]=1)[C:14]([C:16]1[CH:21]=[CH:20][N:19]=[CH:18][CH:17]=1)=O. (7) Given the product [CH3:41][O:40][CH2:39][CH2:38][N:29]1[C:30]([CH2:31][CH:32]2[CH2:37][CH2:36][O:35][CH2:34][CH2:33]2)=[C:26]2[C:27]([C:42]([NH2:43])=[N:9][C:10]3[N:11]=[CH:12][CH:13]=[CH:14][C:15]=32)=[N:28]1, predict the reactants needed to synthesize it. The reactants are: Cl.C(OC([NH:9][C:10]1[C:15](B(O)O)=[CH:14][CH:13]=[CH:12][N:11]=1)=O)(C)(C)C.C(=O)([O-])[O-].[K+].[K+].Br[C:26]1[C:27]([C:42]#[N:43])=[N:28][N:29]([CH2:38][CH2:39][O:40][CH3:41])[C:30]=1[CH2:31][CH:32]1[CH2:37][CH2:36][O:35][CH2:34][CH2:33]1.